From a dataset of Catalyst prediction with 721,799 reactions and 888 catalyst types from USPTO. Predict which catalyst facilitates the given reaction. (1) Reactant: [C:1]([N:3]1[CH2:8][CH2:7][N:6]([C:9]([O:11][C:12]([CH3:15])([CH3:14])[CH3:13])=[O:10])[CH2:5][CH2:4]1)#[N:2].[NH2:16][OH:17]. Product: [OH:17][NH:16][C:1](=[NH:2])[N:3]1[CH2:4][CH2:5][N:6]([C:9]([O:11][C:12]([CH3:14])([CH3:13])[CH3:15])=[O:10])[CH2:7][CH2:8]1. The catalyst class is: 8. (2) Reactant: [C:1]([C:4]1[CH:9]=[CH:8][C:7]([S:10]([NH2:13])(=[O:12])=[O:11])=[CH:6][CH:5]=1)(=[O:3])[CH3:2].[CH2:14]([N:18]1[CH:22]=[N:21][N:20]=[C:19]1[C:23]1[C:24]([O:33][CH3:34])=[CH:25][C:26]([O:31][CH3:32])=[C:27]([CH:30]=1)[CH:28]=O)[CH:15]([CH3:17])[CH3:16].C[O-].[Li+]. Product: [CH2:14]([N:18]1[CH:22]=[N:21][N:20]=[C:19]1[C:23]1[C:24]([O:33][CH3:34])=[CH:25][C:26]([O:31][CH3:32])=[C:27](/[CH:28]=[CH:2]/[C:1]([C:4]2[CH:5]=[CH:6][C:7]([S:10]([NH2:13])(=[O:11])=[O:12])=[CH:8][CH:9]=2)=[O:3])[CH:30]=1)[CH:15]([CH3:17])[CH3:16]. The catalyst class is: 9. (3) Product: [F:1][C:2]1[CH:10]=[C:9]([N+:11]([O-:13])=[O:12])[CH:8]=[CH:7][C:3]=1[C:4]([NH:14][CH:15]1[CH2:20][CH2:19][N:18]([CH3:21])[CH2:17][CH2:16]1)=[O:6]. Reactant: [F:1][C:2]1[CH:10]=[C:9]([N+:11]([O-:13])=[O:12])[CH:8]=[CH:7][C:3]=1[C:4]([OH:6])=O.[NH2:14][CH:15]1[CH2:20][CH2:19][N:18]([CH3:21])[CH2:17][CH2:16]1.CCN(C(C)C)C(C)C.CN(C(ON1N=NC2C=CC=NC1=2)=[N+](C)C)C.F[P-](F)(F)(F)(F)F. The catalyst class is: 44. (4) Reactant: Cl.[C:2](Cl)(=[O:9])[C:3]1[CH:8]=[CH:7][N:6]=[CH:5][CH:4]=1.C(N(CC)CC)C.ClCCl.[NH2:21][C:22]1[CH:27]=[C:26]([C:28]([F:31])([F:30])[F:29])[CH:25]=[CH:24][C:23]=1[N:32]1[C:40]2[C:35](=[CH:36][CH:37]=[CH:38][CH:39]=2)[CH2:34][CH2:33]1. Product: [N:32]1([C:23]2[CH:24]=[CH:25][C:26]([C:28]([F:30])([F:31])[F:29])=[CH:27][C:22]=2[NH:21][C:2](=[O:9])[C:3]2[CH:8]=[CH:7][N:6]=[CH:5][CH:4]=2)[C:40]2[C:35](=[CH:36][CH:37]=[CH:38][CH:39]=2)[CH2:34][CH2:33]1. The catalyst class is: 6. (5) Reactant: C[O:2][C:3]1[CH:8]=[C:7]([O:9]C)[CH:6]=[CH:5][C:4]=1[C:11]1[C:12](=[O:27])[O:13][C:14]2[C:19]([C:20]=1[CH2:21][CH2:22]OC)=[CH:18][CH:17]=[C:16]([C:25]#[N:26])[CH:15]=2.B(Br)(Br)Br.O.C(OCC)(=O)C. Product: [OH:2][C:3]1[CH:8]=[C:7]([OH:9])[CH:6]=[CH:5][C:4]=1[C:11]1[C:12](=[O:27])[O:13][C:14]2[C:19]([C:20]=1[CH:21]=[CH2:22])=[CH:18][CH:17]=[C:16]([C:25]#[N:26])[CH:15]=2. The catalyst class is: 2. (6) Reactant: [CH2:1]([NH:8][C:9]1[C:14]([CH3:15])=[C:13]([CH3:16])[C:12]([O:17]CC2C=CC=CC=2)=[C:11]([CH3:25])[N:10]=1)[C:2]1[CH:7]=[CH:6][CH:5]=[CH:4][CH:3]=1. Product: [CH2:1]([NH:8][C:9]1[N:10]=[C:11]([CH3:25])[C:12]([OH:17])=[C:13]([CH3:16])[C:14]=1[CH3:15])[C:2]1[CH:3]=[CH:4][CH:5]=[CH:6][CH:7]=1. The catalyst class is: 43. (7) Reactant: [H-].[Na+].[CH3:3][C:4]1[N:8]([C:9]2[CH:14]=[CH:13][CH:12]=[C:11]([C:15]([F:18])([F:17])[F:16])[CH:10]=2)[C:7](=[O:19])[NH:6][C:5]=1[C:20]1[N:24]([C:25]2[CH:32]=[CH:31][C:28]([C:29]#[N:30])=[CH:27][CH:26]=2)[N:23]=[CH:22][CH:21]=1.[C:33](Cl)(=[O:35])[CH3:34].O. Product: [C:33]([N:6]1[C:5]([C:20]2[N:24]([C:25]3[CH:26]=[CH:27][C:28]([C:29]#[N:30])=[CH:31][CH:32]=3)[N:23]=[CH:22][CH:21]=2)=[C:4]([CH3:3])[N:8]([C:9]2[CH:14]=[CH:13][CH:12]=[C:11]([C:15]([F:18])([F:17])[F:16])[CH:10]=2)[C:7]1=[O:19])(=[O:35])[CH3:34]. The catalyst class is: 1. (8) Reactant: C1(C2C=CC=CC=2)C=CC=CC=1.C(OC([N:20]1[CH2:25][CH2:24][N:23]([S:26]([C:29]2[C:34]([Cl:35])=[CH:33][CH:32]=[C:31]([NH:36][C:37]3[C:40](=[O:41])[C:39](=[O:42])[C:38]=3Cl)[C:30]=2[OH:44])(=[O:28])=[O:27])[CH2:22][CH2:21]1)=O)(C)(C)C.[NH2:45][C:46]1[CH:51]=[CH:50][CH:49]=[CH:48][CH:47]=1. Product: [Cl:35][C:34]1[CH:33]=[CH:32][C:31]([NH:36][C:37]2[C:40](=[O:41])[C:39](=[O:42])[C:38]=2[NH:45][C:46]2[CH:51]=[CH:50][CH:49]=[CH:48][CH:47]=2)=[C:30]([OH:44])[C:29]=1[S:26]([N:23]1[CH2:24][CH2:25][NH:20][CH2:21][CH2:22]1)(=[O:28])=[O:27]. The catalyst class is: 3. (9) Reactant: Br[C:2]1[CH:7]=[CH:6][CH:5]=[C:4]([Br:8])[N:3]=1.CC1(C)COB([C:16]2[CH:17]=[N:18][S:19][CH:20]=2)OC1.C(=O)([O-])[O-].[Cs+].[Cs+]. Product: [Br:8][C:4]1[CH:5]=[CH:6][CH:7]=[C:2]([C:16]2[CH:17]=[N:18][S:19][CH:20]=2)[N:3]=1. The catalyst class is: 755. (10) Reactant: [NH:1]1[CH2:6][CH2:5][S:4][CH2:3][CH2:2]1.C(N(CC)C(C)C)(C)C.[C:16](Cl)(=[O:18])[CH3:17]. Product: [C:16]([N:1]1[CH2:6][CH2:5][S:4][CH2:3][CH2:2]1)(=[O:18])[CH3:17]. The catalyst class is: 133.